Regression. Given two drug SMILES strings and cell line genomic features, predict the synergy score measuring deviation from expected non-interaction effect. From a dataset of NCI-60 drug combinations with 297,098 pairs across 59 cell lines. (1) Drug 1: CC1C(C(CC(O1)OC2CC(CC3=C2C(=C4C(=C3O)C(=O)C5=C(C4=O)C(=CC=C5)OC)O)(C(=O)CO)O)N)O.Cl. Drug 2: CC1=C(N=C(N=C1N)C(CC(=O)N)NCC(C(=O)N)N)C(=O)NC(C(C2=CN=CN2)OC3C(C(C(C(O3)CO)O)O)OC4C(C(C(C(O4)CO)O)OC(=O)N)O)C(=O)NC(C)C(C(C)C(=O)NC(C(C)O)C(=O)NCCC5=NC(=CS5)C6=NC(=CS6)C(=O)NCCC[S+](C)C)O. Cell line: TK-10. Synergy scores: CSS=24.2, Synergy_ZIP=-4.35, Synergy_Bliss=1.44, Synergy_Loewe=-6.60, Synergy_HSA=2.78. (2) Drug 1: C1=CN(C=N1)CC(O)(P(=O)(O)O)P(=O)(O)O. Drug 2: CC1C(C(CC(O1)OC2CC(CC3=C2C(=C4C(=C3O)C(=O)C5=C(C4=O)C(=CC=C5)OC)O)(C(=O)CO)O)N)O.Cl. Cell line: MCF7. Synergy scores: CSS=29.9, Synergy_ZIP=-0.975, Synergy_Bliss=0.0752, Synergy_Loewe=-13.9, Synergy_HSA=0.581. (3) Drug 1: COC1=C(C=C2C(=C1)N=CN=C2NC3=CC(=C(C=C3)F)Cl)OCCCN4CCOCC4. Drug 2: CC12CCC3C(C1CCC2=O)CC(=C)C4=CC(=O)C=CC34C. Cell line: SR. Synergy scores: CSS=60.2, Synergy_ZIP=4.05, Synergy_Bliss=-0.701, Synergy_Loewe=-1.22, Synergy_HSA=-0.470. (4) Drug 1: CCC1=C2CN3C(=CC4=C(C3=O)COC(=O)C4(CC)O)C2=NC5=C1C=C(C=C5)O. Drug 2: CC1=C(C(=O)C2=C(C1=O)N3CC4C(C3(C2COC(=O)N)OC)N4)N. Cell line: IGROV1. Synergy scores: CSS=24.3, Synergy_ZIP=-7.00, Synergy_Bliss=0.503, Synergy_Loewe=1.95, Synergy_HSA=2.27. (5) Drug 1: C1C(C(OC1N2C=C(C(=O)NC2=O)F)CO)O. Drug 2: CN(C(=O)NC(C=O)C(C(C(CO)O)O)O)N=O. Cell line: HT29. Synergy scores: CSS=14.4, Synergy_ZIP=-2.33, Synergy_Bliss=-1.35, Synergy_Loewe=-20.4, Synergy_HSA=-1.80. (6) Drug 1: CC1=C(C(=CC=C1)Cl)NC(=O)C2=CN=C(S2)NC3=CC(=NC(=N3)C)N4CCN(CC4)CCO. Drug 2: COC1=C2C(=CC3=C1OC=C3)C=CC(=O)O2. Cell line: EKVX. Synergy scores: CSS=4.75, Synergy_ZIP=0.858, Synergy_Bliss=2.59, Synergy_Loewe=3.92, Synergy_HSA=4.28.